This data is from Forward reaction prediction with 1.9M reactions from USPTO patents (1976-2016). The task is: Predict the product of the given reaction. Given the reactants C([O:3][C:4]([C:6]1[NH:7][C:8]2[C:13]([CH:14]=1)=[CH:12][C:11]([C:15]1[CH:20]=[CH:19][C:18]([O:21][CH:22]([CH3:24])[CH3:23])=[CH:17][CH:16]=1)=[CH:10][CH:9]=2)=[O:5])C.Cl[C:26]1[CH:31]=[CH:30][C:29]([CH2:32][O:33][CH2:34][CH3:35])=[CH:28][N:27]=1, predict the reaction product. The product is: [CH2:34]([O:33][CH2:32][C:29]1[CH:30]=[CH:31][C:26]([N:7]2[C:8]3[C:13](=[CH:12][C:11]([C:15]4[CH:16]=[CH:17][C:18]([O:21][CH:22]([CH3:23])[CH3:24])=[CH:19][CH:20]=4)=[CH:10][CH:9]=3)[CH:14]=[C:6]2[C:4]([OH:3])=[O:5])=[N:27][CH:28]=1)[CH3:35].